From a dataset of NCI-60 drug combinations with 297,098 pairs across 59 cell lines. Regression. Given two drug SMILES strings and cell line genomic features, predict the synergy score measuring deviation from expected non-interaction effect. (1) Drug 1: CS(=O)(=O)CCNCC1=CC=C(O1)C2=CC3=C(C=C2)N=CN=C3NC4=CC(=C(C=C4)OCC5=CC(=CC=C5)F)Cl. Drug 2: C1=NC2=C(N1)C(=S)N=CN2. Cell line: MDA-MB-231. Synergy scores: CSS=28.0, Synergy_ZIP=-17.4, Synergy_Bliss=-18.9, Synergy_Loewe=-32.7, Synergy_HSA=-14.8. (2) Drug 1: CCC1=C2CN3C(=CC4=C(C3=O)COC(=O)C4(CC)O)C2=NC5=C1C=C(C=C5)O. Drug 2: C1C(C(OC1N2C=NC3=C2NC=NCC3O)CO)O. Cell line: SF-539. Synergy scores: CSS=46.9, Synergy_ZIP=3.64, Synergy_Bliss=6.83, Synergy_Loewe=-52.5, Synergy_HSA=4.34.